The task is: Predict the product of the given reaction.. This data is from Forward reaction prediction with 1.9M reactions from USPTO patents (1976-2016). (1) The product is: [ClH:1].[Cl:1][C:2]1[CH:3]=[C:4]([C:21]2[CH:26]=[CH:25][CH:24]=[C:23]([C:27]([N:63]3[CH2:64][CH2:65][N:60]([CH3:59])[CH2:61][CH2:62]3)=[O:28])[CH:22]=2)[CH:5]=[CH:6][C:7]=1[CH2:8][CH:9]1[CH2:13][CH2:12][N:11]([CH:14]2[CH2:19][CH2:18][CH2:17][CH2:16][CH2:15]2)[C:10]1=[O:20]. Given the reactants [Cl:1][C:2]1[CH:3]=[C:4]([C:21]2[CH:26]=[CH:25][CH:24]=[C:23]([C:27](O)=[O:28])[CH:22]=2)[CH:5]=[CH:6][C:7]=1[CH2:8][CH:9]1[CH2:13][CH2:12][N:11]([CH:14]2[CH2:19][CH2:18][CH2:17][CH2:16][CH2:15]2)[C:10]1=[O:20].CCN=C=NCCCN(C)C.Cl.C1C=CC2N(O)N=NC=2C=1.C(N(CC)CC)C.[CH3:59][N:60]1[CH2:65][CH2:64][NH:63][CH2:62][CH2:61]1, predict the reaction product. (2) Given the reactants [Cl:1][C:2]1[C:3]([O:9][C:10]2[CH:15]=[C:14]([O:16][CH2:17][CH2:18][O:19][CH3:20])[CH:13]=[CH:12][C:11]=2/[CH:21]=[CH:22]/[C:23]([O:25][CH2:26][CH3:27])=[O:24])=[N:4][CH:5]=[C:6]([Cl:8])[CH:7]=1, predict the reaction product. The product is: [Cl:1][C:2]1[C:3]([O:9][C:10]2[CH:15]=[C:14]([O:16][CH2:17][CH2:18][O:19][CH3:20])[CH:13]=[CH:12][C:11]=2[CH2:21][CH2:22][C:23]([O:25][CH2:26][CH3:27])=[O:24])=[N:4][CH:5]=[C:6]([Cl:8])[CH:7]=1.